The task is: Predict the product of the given reaction.. This data is from Forward reaction prediction with 1.9M reactions from USPTO patents (1976-2016). (1) Given the reactants [CH2:1]([N:4]([CH2:10][CH2:11][CH3:12])[CH2:5][CH2:6][CH2:7][CH:8]=O)[CH2:2][CH3:3].C[Si](C)(C)CCOCN1C=CN=C1C=O.Cl.[CH2:29]1[C:38]2[C:33](=[CH:34][C:35]([C:39]([O:41][CH3:42])=[O:40])=[CH:36][CH:37]=2)[CH2:32][CH2:31][NH:30]1, predict the reaction product. The product is: [CH2:1]([N:4]([CH2:10][CH2:11][CH3:12])[CH2:5][CH2:6][CH2:7][CH2:8][N:30]1[CH2:31][CH2:32][C:33]2[C:38](=[CH:37][CH:36]=[C:35]([C:39]([O:41][CH3:42])=[O:40])[CH:34]=2)[CH2:29]1)[CH2:2][CH3:3]. (2) The product is: [CH2:41]([N:10]([C:9]([O:8][CH2:1][C:2]1[CH:7]=[CH:6][CH:5]=[CH:4][CH:3]=1)=[O:44])[C:11]1[C:16](=[O:48])[N:15]2[C@H:18]([C:25]([OH:49])=[O:26])[CH2:19][C@:20]([N:22]=[N+:23]=[N-:24])([CH3:21])[C:14]2=[N:13][CH:12]=1)[CH:42]=[CH2:43]. Given the reactants [CH2:1]([O:8][C:9](=[O:44])[N:10]([CH2:41][CH:42]=[CH2:43])[C:11]1[C:16](=O)[N:15]2[C@H:18]([C:25](N(C(OC(C)(C)C)=O)C3C=CC=CC=3)=[O:26])[CH2:19][C@:20]([N:22]=[N+:23]=[N-:24])([CH3:21])[C:14]2=[N:13][CH:12]=1)[C:2]1[CH:7]=[CH:6][CH:5]=[CH:4][CH:3]=1.OO.[Li+].[OH-:48].[O-:49]S([O-])=O.[Na+].[Na+], predict the reaction product. (3) Given the reactants [F:1][C:2]([F:13])([F:12])[C:3]1[N:8]=[C:7]([C:9](Cl)=[O:10])[CH:6]=[CH:5][CH:4]=1.Cl[C:15]1[CH:34]=[CH:33][C:18]([C:19]([NH:21][C:22]2[CH:27]=[CH:26][CH:25]=[C:24]([CH:28]3[O:32]CC[O:29]3)[CH:23]=2)=O)=[CH:17][CH:16]=1.CC1CC(C(OC)=O)CC[NH:37]1.C(OC(C1CCN(CC2C=CC=C(NC(=O)C3C=CC(Cl)=CC=3)C=2)CC1)=O)C, predict the reaction product. The product is: [CH3:27][CH:26]1[CH2:25][CH:24]([C:28]([OH:32])=[O:29])[CH2:23][CH2:22][N:21]1[CH2:19][C:18]1[CH:33]=[CH:34][CH:15]=[C:16]([NH:37][C:9]([C:7]2[CH:6]=[CH:5][CH:4]=[C:3]([C:2]([F:13])([F:12])[F:1])[N:8]=2)=[O:10])[CH:17]=1. (4) Given the reactants [F:1][C:2]([F:7])([F:6])[C:3]([OH:5])=[O:4].[Cl:8][C:9]1[CH:32]=[CH:31][C:12]([C:13]([N:15]2[CH2:21][C:20]3[CH:22]=[CH:23][CH:24]=[CH:25][C:19]=3[N:18]([CH2:26][C:27]([OH:29])=O)[C:17](=[O:30])[CH2:16]2)=[O:14])=[CH:11][CH:10]=1.[NH2:33][C:34]1[CH:35]=[N:36][CH:37]=[CH:38][CH:39]=1.C(N(CC)CC)C, predict the reaction product. The product is: [F:1][C:2]([F:7])([F:6])[C:3]([OH:5])=[O:4].[Cl:8][C:9]1[CH:10]=[CH:11][C:12]([C:13]([N:15]2[CH2:21][C:20]3[CH:22]=[CH:23][CH:24]=[CH:25][C:19]=3[N:18]([CH2:26][C:27]([NH:33][C:34]3[CH:35]=[N:36][CH:37]=[CH:38][CH:39]=3)=[O:29])[C:17](=[O:30])[CH2:16]2)=[O:14])=[CH:31][CH:32]=1. (5) Given the reactants [CH3:1][O:2][C:3]1[CH:4]=[C:5]([CH:9]2[O:14][CH2:13][CH2:12][N:11](S(C3C=CC([N+]([O-])=O)=CC=3)(=O)=O)[CH2:10]2)[CH:6]=[CH:7][CH:8]=1.[Li+].[OH-].C(S)CC, predict the reaction product. The product is: [CH3:1][O:2][C:3]1[CH:4]=[C:5]([CH:9]2[O:14][CH2:13][CH2:12][NH:11][CH2:10]2)[CH:6]=[CH:7][CH:8]=1. (6) Given the reactants [NH2:1][C:2](=[O:37])[C@@H:3]([NH:20][C:21]([C:23]1([NH:29][C:30](=[O:36])[O:31][C:32]([CH3:35])([CH3:34])[CH3:33])[CH2:28][CH2:27][O:26][CH2:25][CH2:24]1)=[O:22])[CH2:4][C:5]1[CH:10]=[CH:9][C:8](B2OC(C)(C)C(C)(C)O2)=[CH:7][CH:6]=1.Br[C:39]1[CH:40]=[CH:41][C:42]2[O:46][C:45](=[O:47])[N:44]([CH2:48][CH2:49][O:50][CH3:51])[C:43]=2[CH:52]=1.C(=O)([O-])[O-].[Na+].[Na+], predict the reaction product. The product is: [NH2:1][C:2](=[O:37])[C@@H:3]([NH:20][C:21]([C:23]1([NH:29][C:30](=[O:36])[O:31][C:32]([CH3:33])([CH3:35])[CH3:34])[CH2:24][CH2:25][O:26][CH2:27][CH2:28]1)=[O:22])[CH2:4][C:5]1[CH:10]=[CH:9][C:8]([C:39]2[CH:40]=[CH:41][C:42]3[O:46][C:45](=[O:47])[N:44]([CH2:48][CH2:49][O:50][CH3:51])[C:43]=3[CH:52]=2)=[CH:7][CH:6]=1.